From a dataset of Reaction yield outcomes from USPTO patents with 853,638 reactions. Predict the reaction yield, written as a fraction of the theoretical maximum amount of product (1.0 means a 100% yield; for example, 0.34 means a 34% yield). (1) The reactants are CC1C=CC2C=CC3C=CC(C)=NC=3C=2N=1.[CH2:17]([O:22][C:23](=[O:32])[C:24]1[C:29](I)=[CH:28][N:27]=[C:26]([NH2:31])[CH:25]=1)[CH2:18][CH2:19][CH2:20][CH3:21].[N:33]1([S:39]([C:42]2[CH:47]=[CH:46][C:45]([SH:48])=[CH:44][CH:43]=2)(=[O:41])=[O:40])[CH2:38][CH2:37][CH2:36][CH2:35][CH2:34]1.CC(C)([O-])C.[Na+]. The catalyst is C1(C)C=CC=CC=1.[Cu](I)I. The product is [CH2:17]([O:22][C:23](=[O:32])[C:24]1[C:29]([S:48][C:45]2[CH:44]=[CH:43][C:42]([S:39]([N:33]3[CH2:38][CH2:37][CH2:36][CH2:35][CH2:34]3)(=[O:40])=[O:41])=[CH:47][CH:46]=2)=[CH:28][N:27]=[C:26]([NH2:31])[CH:25]=1)[CH2:18][CH2:19][CH2:20][CH3:21]. The yield is 0.560. (2) The reactants are [C:1]1([C:9]([CH:11]([C:13]2[CH:20]=[CH:19][C:16]([O:17][CH3:18])=[CH:15][CH:14]=2)[OH:12])=[O:10])[CH:8]=[CH:7][C:4]([O:5][CH3:6])=[CH:3][CH:2]=1.[Br:21][CH2:22][C:23](O)=[O:24]. The catalyst is CN(C1C=CN=CC=1)C.C(Cl)Cl. The product is [CH3:18][O:17][C:16]1[CH:15]=[CH:14][C:13]([CH:11]([O:12][C:23](=[O:24])[CH2:22][Br:21])[C:9]([C:1]2[CH:2]=[CH:3][C:4]([O:5][CH3:6])=[CH:7][CH:8]=2)=[O:10])=[CH:20][CH:19]=1. The yield is 0.740.